Dataset: Full USPTO retrosynthesis dataset with 1.9M reactions from patents (1976-2016). Task: Predict the reactants needed to synthesize the given product. (1) The reactants are: Br[C:2]1[CH:3]=[C:4]([S:12]([N:15]2[CH2:20][CH2:19][N:18]([C:21]([CH:23]3[CH2:25][CH:24]3[C:26]3[CH:31]=[CH:30][C:29](C(F)(F)F)=[CH:28][CH:27]=3)=[O:22])[CH2:17][CH2:16]2)(=[O:14])=[O:13])[CH:5]=[C:6](C(F)(F)F)[CH:7]=1.FC(F)(F)C1C=[CH:42][C:41]([CH2:44][C:45]([N:47]2CCNCC2)=O)=CC=1.C([N:63]1CCNCC1)(=O)C1C=CC=CC=1.BrC1C=C(S(Cl)(=O)=O)C=C([C:76]([F:79])([F:78])[F:77])C=1.[F:84][C:85]([F:101])([F:100])C1C=C(S(Cl)(=O)=O)C=C(C(F)(F)F)C=1.C(=O)([O-])[O-].[Na+].[Na+]. Given the product [CH3:47][C:45]1[C:44]([C:6]2[CH:5]=[C:4]([S:12]([N:15]3[CH2:16][CH2:17][N:18]([C:21]([CH:23]4[CH2:25][CH:24]4[C:26]4[CH:31]=[CH:30][C:29]([C:85]([F:101])([F:100])[F:84])=[CH:28][CH:27]=4)=[O:22])[CH2:19][CH2:20]3)(=[O:13])=[O:14])[CH:3]=[C:2]([C:76]([F:79])([F:78])[F:77])[CH:7]=2)=[CH:41][NH:42][N:63]=1, predict the reactants needed to synthesize it. (2) Given the product [C:13]([O:12][C:11]([NH:10][CH:8]([C:4]1[CH:3]=[C:2]([CH:7]=[CH:6][CH:5]=1)[C:11]([O:12][CH3:13])=[O:17])[CH3:9])=[O:17])([CH3:16])([CH3:15])[CH3:14], predict the reactants needed to synthesize it. The reactants are: Br[C:2]1[CH:3]=[C:4]([CH:8]([NH:10][C:11](=[O:17])[O:12][C:13]([CH3:16])([CH3:15])[CH3:14])[CH3:9])[CH:5]=[CH:6][CH:7]=1.ClCCl.C(N(CC)CC)C.